The task is: Regression. Given a peptide amino acid sequence and an MHC pseudo amino acid sequence, predict their binding affinity value. This is MHC class II binding data.. This data is from Peptide-MHC class II binding affinity with 134,281 pairs from IEDB. (1) The peptide sequence is AGWDTVLQSITTILA. The MHC is HLA-DPA10301-DPB10402 with pseudo-sequence HLA-DPA10301-DPB10402. The binding affinity (normalized) is 0.238. (2) The peptide sequence is EYAATHNPWASQLG. The MHC is DRB1_0802 with pseudo-sequence DRB1_0802. The binding affinity (normalized) is 0.470. (3) The peptide sequence is TKTTSDYQDSDVSQ. The MHC is DRB1_1501 with pseudo-sequence DRB1_1501. The binding affinity (normalized) is 0. (4) The peptide sequence is ELGEWVFSAIKSPQA. The MHC is H-2-IAb with pseudo-sequence H-2-IAb. The binding affinity (normalized) is 0.227. (5) The peptide sequence is NLLQERLKKLKSEHG. The MHC is DRB1_0301 with pseudo-sequence DRB1_0301. The binding affinity (normalized) is 0.155. (6) The peptide sequence is AAAQASAAAAAYEAA. The MHC is DRB1_0901 with pseudo-sequence DRB1_0901. The binding affinity (normalized) is 0.539. (7) The peptide sequence is GKNERELATLHHLNP. The MHC is DRB1_1501 with pseudo-sequence DRB1_1501. The binding affinity (normalized) is 0.239.